Regression. Given a peptide amino acid sequence and an MHC pseudo amino acid sequence, predict their binding affinity value. This is MHC class II binding data. From a dataset of Peptide-MHC class II binding affinity with 134,281 pairs from IEDB. The peptide sequence is AFKVAATAANAAPAN. The MHC is DRB1_0301 with pseudo-sequence DRB1_0301. The binding affinity (normalized) is 0.0779.